From a dataset of Reaction yield outcomes from USPTO patents with 853,638 reactions. Predict the reaction yield, written as a fraction of the theoretical maximum amount of product (1.0 means a 100% yield; for example, 0.34 means a 34% yield). The reactants are [CH3:1][O:2][C:3]([C:5]1[NH:6][C:7]2[C:12]([C:13](=[O:15])[CH:14]=1)=[CH:11][C:10]([F:16])=[CH:9][C:8]=2[Br:17])=[O:4].[C:18]([O-])([O-])=O.[K+].[K+].CI.O. The catalyst is CS(C)=O. The product is [CH3:1][O:2][C:3]([C:5]1[CH:14]=[C:13]([O:15][CH3:18])[C:12]2[C:7](=[C:8]([Br:17])[CH:9]=[C:10]([F:16])[CH:11]=2)[N:6]=1)=[O:4]. The yield is 0.930.